From a dataset of Catalyst prediction with 721,799 reactions and 888 catalyst types from USPTO. Predict which catalyst facilitates the given reaction. (1) Reactant: BrC1C=CC(O)=C(C2C=[CH:16][C:15]3[C:10](=[CH:11][CH:12]=[C:13]([C:18]4[N:22]([CH:23]5[CH2:28][CH2:27][CH2:26][CH2:25][CH2:24]5)[C:21]5[CH:29]=[CH:30][C:31]([C:33]([OH:35])=[O:34])=[CH:32][C:20]=5[N:19]=4)[CH:14]=3)[N:9]=2)C=1.C(OC(C1C=CC2N(C3CCCCC3)C(C3C=CC(N)=C(C=O)C=3)=NC=2C=1)=O)C.[Br:66][C:67]1[C:75]2[O:74][C:73]([C:76](=O)[CH3:77])=[CH:72][C:71]=2[CH:70]=[C:69]([O:79][CH3:80])[CH:68]=1.[OH-].[K+]. Product: [Br:66][C:67]1[C:75]2[O:74][C:73]([C:76]3[CH:77]=[CH:16][C:15]4[C:10](=[CH:11][CH:12]=[C:13]([C:18]5[N:22]([CH:23]6[CH2:24][CH2:25][CH2:26][CH2:27][CH2:28]6)[C:21]6[CH:29]=[CH:30][C:31]([C:33]([OH:35])=[O:34])=[CH:32][C:20]=6[N:19]=5)[CH:14]=4)[N:9]=3)=[CH:72][C:71]=2[CH:70]=[C:69]([O:79][CH3:80])[CH:68]=1. The catalyst class is: 8. (2) Reactant: [CH2:1]([O:8][CH2:9][C@@H:10]1[CH2:14][O:13]C(C)(C)[O:11]1)[C:2]1[CH:7]=[CH:6][CH:5]=[CH:4][CH:3]=1.Cl.C(=O)(O)[O-].[Na+]. Product: [CH2:1]([O:8][CH2:9][C@@H:10]([OH:11])[CH2:14][OH:13])[C:2]1[CH:7]=[CH:6][CH:5]=[CH:4][CH:3]=1. The catalyst class is: 5.